Dataset: Forward reaction prediction with 1.9M reactions from USPTO patents (1976-2016). Task: Predict the product of the given reaction. (1) Given the reactants [OH:1][C@H:2]([CH2:14][N:15]1[C:23]2[CH2:22][CH2:21][NH:20][CH2:19][C:18]=2[C:17]([C:24]2[CH:29]=[CH:28][C:27]([C:30]([F:33])([F:32])[F:31])=[C:26]([S:34][CH2:35][CH2:36][N:37]3[CH2:41][CH2:40][CH2:39][CH2:38]3)[CH:25]=2)=[N:16]1)[CH2:3][N:4]1[CH2:9][CH2:8][CH:7]([NH:10][C:11](=[O:13])[CH3:12])[CH2:6][CH2:5]1.[C:42](O)(=[O:46])[C:43]([NH2:45])=[O:44].CN(C(ON1N=NC2C=CC=NC1=2)=[N+](C)C)C.F[P-](F)(F)(F)(F)F.C1C=NC2N(O)N=NC=2C=1.CCN(C(C)C)C(C)C, predict the reaction product. The product is: [C:11]([NH:10][CH:7]1[CH2:6][CH2:5][N:4]([CH2:3][C@H:2]([OH:1])[CH2:14][N:15]2[C:23]3[CH2:22][CH2:21][N:20]([C:42](=[O:46])[C:43]([NH2:45])=[O:44])[CH2:19][C:18]=3[C:17]([C:24]3[CH:29]=[CH:28][C:27]([C:30]([F:33])([F:32])[F:31])=[C:26]([S:34][CH2:35][CH2:36][N:37]4[CH2:41][CH2:40][CH2:39][CH2:38]4)[CH:25]=3)=[N:16]2)[CH2:9][CH2:8]1)(=[O:13])[CH3:12]. (2) The product is: [Cl:11][C:9]1[CH:8]=[CH:7][C:3]([C:4]([NH2:6])=[O:5])=[C:2]([NH:12][C:13]2[CH:14]=[CH:15][C:16]([C:19]([N:21]3[CH2:22][CH2:23][N:24]([CH3:27])[CH2:25][CH2:26]3)=[O:20])=[CH:17][CH:18]=2)[N:10]=1. Given the reactants Cl[C:2]1[N:10]=[C:9]([Cl:11])[CH:8]=[CH:7][C:3]=1[C:4]([NH2:6])=[O:5].[NH2:12][C:13]1[CH:18]=[CH:17][C:16]([C:19]([N:21]2[CH2:26][CH2:25][N:24]([CH3:27])[CH2:23][CH2:22]2)=[O:20])=[CH:15][CH:14]=1.C1COCC1.C[Si]([N-][Si](C)(C)C)(C)C.[Na+], predict the reaction product. (3) Given the reactants [F:1][C:2]1[CH:11]=[C:10]2[C:5]([C:6]([CH2:37][CH2:38][CH3:39])([CH2:34][CH2:35][CH3:36])[C:7](=[O:33])[C:8]([C:13]3[NH:18][C:17]4[CH:19]=[CH:20][C:21]([NH:23]C(=O)OC(C)(C)C)=[CH:22][C:16]=4[S:15](=[O:32])(=[O:31])[N:14]=3)=[C:9]2[OH:12])=[CH:4][CH:3]=1.FC(F)(F)C(O)=O, predict the reaction product. The product is: [NH2:23][C:21]1[CH:20]=[CH:19][C:17]2[NH:18][C:13]([C:8]3[C:7](=[O:33])[C:6]([CH2:34][CH2:35][CH3:36])([CH2:37][CH2:38][CH3:39])[C:5]4[C:10]([C:9]=3[OH:12])=[CH:11][C:2]([F:1])=[CH:3][CH:4]=4)=[N:14][S:15](=[O:31])(=[O:32])[C:16]=2[CH:22]=1. (4) The product is: [NH2:37][C:9]1[C:8]([C:5]2[CH:4]=[CH:3][C:2]([CH2:39][OH:38])=[CH:7][CH:6]=2)=[C:13]([N:14]2[CH2:19][CH2:18][CH:17]([C:20]3[N:21]([CH3:36])[CH:22]=[C:23]([C:25]4[CH:30]=[CH:29][C:28]([F:31])=[C:27]([C:32]([F:35])([F:33])[F:34])[CH:26]=4)[N:24]=3)[CH2:16][CH2:15]2)[N:12]=[CH:11][N:10]=1. Given the reactants F[C:2]1[CH:7]=[CH:6][C:5]([C:8]2[C:9]([NH2:37])=[N:10][CH:11]=[N:12][C:13]=2[N:14]2[CH2:19][CH2:18][CH:17]([C:20]3[N:21]([CH3:36])[CH:22]=[C:23]([C:25]4[CH:30]=[CH:29][C:28]([F:31])=[C:27]([C:32]([F:35])([F:34])[F:33])[CH:26]=4)[N:24]=3)[CH2:16][CH2:15]2)=[CH:4][CH:3]=1.[OH:38][CH2:39]C1C=CC(B2OC(C)(C)C(C)(C)O2)=CC=1, predict the reaction product. (5) Given the reactants [NH2:1][C:2]1[CH:10]=[CH:9][C:5]([C:6]([OH:8])=[O:7])=[CH:4][CH:3]=1.[CH2:11](O)[CH2:12][OH:13].C1CCC(N=C=NC2CCCCC2)CC1, predict the reaction product. The product is: [NH2:1][C:2]1[CH:10]=[CH:9][C:5]([C:6]([O:8][CH2:11][CH2:12][OH:13])=[O:7])=[CH:4][CH:3]=1. (6) Given the reactants [H-].[Na+].[CH3:3][CH:4]([OH:7])[C:5]#[CH:6].Cl[C:9]1[CH:14]=[C:13]([O:15][CH2:16][C:17]#[CH:18])[N:12]=[CH:11][N:10]=1.[Cl-].[NH4+], predict the reaction product. The product is: [CH3:3][CH:4]([O:7][C:9]1[CH:14]=[C:13]([O:15][CH2:16][C:17]#[CH:18])[N:12]=[CH:11][N:10]=1)[C:5]#[CH:6].